From a dataset of Full USPTO retrosynthesis dataset with 1.9M reactions from patents (1976-2016). Predict the reactants needed to synthesize the given product. (1) Given the product [Br:11][C:9]1[C:8](=[O:12])[N:7]([CH3:13])[C:6]([NH:14][C:15]2[CH:20]=[CH:19][C:18]([Br:21])=[CH:17][C:16]=2[F:22])=[C:5]([C:3]([OH:4])=[O:2])[CH:10]=1, predict the reactants needed to synthesize it. The reactants are: C[O:2][C:3]([C:5]1[CH:10]=[C:9]([Br:11])[C:8](=[O:12])[N:7]([CH3:13])[C:6]=1[NH:14][C:15]1[CH:20]=[CH:19][C:18]([Br:21])=[CH:17][C:16]=1[F:22])=[O:4].COC(C1C=CC(=O)N(C)C=1NC1C=CC(Br)=CC=1F)=O.BrN1C(=O)CCC1=O. (2) Given the product [Br:35][C:36]1[C:45]2[C:40](=[CH:41][CH:42]=[CH:43][CH:44]=2)[C:39]([C:46]2[CH:47]=[CH:48][C:49]([Cl:52])=[CH:50][C:51]=2[CH:28]=[CH:27][O:26][CH3:24])=[CH:38][CH:37]=1, predict the reactants needed to synthesize it. The reactants are: [Cl-].COC[P+](C1C=CC=CC=1)(C1C=CC=CC=1)C1C=CC=CC=1.[CH2:24]([O:26][CH2:27][CH3:28])C.C(O[K])(C)(C)C.[Br:35][C:36]1[C:45]2[C:40](=[CH:41][CH:42]=[CH:43][CH:44]=2)[C:39]([C:46]2[CH:51]=[CH:50][C:49]([Cl:52])=[CH:48][C:47]=2C=O)=[CH:38][CH:37]=1. (3) Given the product [O:14]1[CH:13]2[CH2:12][NH:11][CH2:10][CH:9]2[NH:8][C:6]1=[O:7], predict the reactants needed to synthesize it. The reactants are: C(O[C:6]([NH:8][CH:9]1[CH:13]([O:14]S(C)(=O)=O)[CH2:12][N:11](C(OC(C)(C)C)=O)[CH2:10]1)=[O:7])(C)(C)C.O=C1NC2CN(C(OC(C)(C)C)=O)CC2O1.C(O)(C)C.FC(F)(F)C(O)=O.C(Cl)Cl. (4) Given the product [CH3:1][N:2]1[C:9](=[O:18])[CH:10]=[C:11]([C:12]2[CH:13]=[CH:14][CH:15]=[CH:16][CH:17]=2)[CH:3]1[C:4]([O:6][CH2:7][CH3:8])=[O:5], predict the reactants needed to synthesize it. The reactants are: [CH3:1][N:2]([C:9](=[O:18])[C:10]#[C:11][C:12]1[CH:17]=[CH:16][CH:15]=[CH:14][CH:13]=1)[CH2:3][C:4]([O:6][CH2:7][CH3:8])=[O:5].O. (5) Given the product [F:1][C:2]([F:13])([F:12])[C:3]1[CH:4]=[C:5]([C:6]2[O:7][C:15]3[CH:21]=[CH:20][C:19]([N+:22]([O-:24])=[O:23])=[CH:18][C:16]=3[N:17]=2)[CH:9]=[CH:10][CH:11]=1, predict the reactants needed to synthesize it. The reactants are: [F:1][C:2]([F:13])([F:12])[C:3]1[CH:4]=[C:5]([CH:9]=[CH:10][CH:11]=1)[C:6](Cl)=[O:7].O[C:15]1[CH:21]=[CH:20][C:19]([N+:22]([O-:24])=[O:23])=[CH:18][C:16]=1[NH2:17].O=P(Cl)(Cl)Cl. (6) Given the product [CH:1]1([NH:4][C:5](=[O:24])[C:6]2[CH:11]=[CH:10][C:9]([CH3:12])=[C:8]([C:13]3[CH:14]=[C:15]4[C:20](=[CH:21][CH:22]=3)[C:19](=[O:23])[N:18]([CH2:32][CH:33]3[CH2:35][CH2:34]3)[CH:17]=[CH:16]4)[CH:7]=2)[CH2:2][CH2:3]1, predict the reactants needed to synthesize it. The reactants are: [CH:1]1([NH:4][C:5](=[O:24])[C:6]2[CH:11]=[CH:10][C:9]([CH3:12])=[C:8]([C:13]3[CH:14]=[C:15]4[C:20](=[CH:21][CH:22]=3)[C:19](=[O:23])[NH:18][CH:17]=[CH:16]4)[CH:7]=2)[CH2:3][CH2:2]1.C(=O)([O-])[O-].[K+].[K+].Br[CH2:32][CH:33]1[CH2:35][CH2:34]1. (7) Given the product [F:31][C:32]([F:41])([F:42])[CH2:33][C:34]1[CH:40]=[CH:39][C:37]([N:38]2[CH2:13][CH2:12][C:6]3([CH2:7][CH2:8][N:9]([S:25]([C:20]4[CH:21]=[CH:22][CH:23]=[CH:24][C:19]=4[O:18][C:17]([F:30])([F:29])[F:16])(=[O:27])=[O:26])[CH2:10][CH2:11]3)[C:4]2=[O:5])=[CH:36][CH:35]=1, predict the reactants needed to synthesize it. The reactants are: C(O[C:4]([C:6]1([CH2:12][CH2:13]OC)[CH2:11][CH2:10][NH:9][CH2:8][CH2:7]1)=[O:5])C.[F:16][C:17]([F:30])([F:29])[O:18][C:19]1[CH:24]=[CH:23][CH:22]=[CH:21][C:20]=1[S:25](Cl)(=[O:27])=[O:26].[F:31][C:32]([F:42])([F:41])[CH2:33][C:34]1[CH:40]=[CH:39][C:37]([NH2:38])=[CH:36][CH:35]=1. (8) Given the product [N+:14]([CH:17]([CH:3]1[O:13][B:11]([OH:12])[C:6]2[CH:7]=[CH:8][CH:9]=[CH:10][C:5]1=2)[CH3:18])([O-:16])=[O:15], predict the reactants needed to synthesize it. The reactants are: [OH-].[Na+].[CH:3]([C:5]1[CH:10]=[CH:9][CH:8]=[CH:7][C:6]=1[B:11]([OH:13])[OH:12])=O.[N+:14]([CH2:17][CH3:18])([O-:16])=[O:15].Cl. (9) Given the product [C:1]([O:5][C:6](=[O:15])[NH:7][C:8]1[C:13]([I:29])=[C:12]([Cl:14])[CH:11]=[CH:10][N:9]=1)([CH3:4])([CH3:2])[CH3:3], predict the reactants needed to synthesize it. The reactants are: [C:1]([O:5][C:6](=[O:15])[NH:7][C:8]1[CH:13]=[C:12]([Cl:14])[CH:11]=[CH:10][N:9]=1)([CH3:4])([CH3:3])[CH3:2].CN(CCN(C)C)C.[Li]CCCC.[I:29]I.S([O-])(O)=O.[Na+].